From a dataset of NCI-60 drug combinations with 297,098 pairs across 59 cell lines. Regression. Given two drug SMILES strings and cell line genomic features, predict the synergy score measuring deviation from expected non-interaction effect. (1) Drug 1: COC1=C(C=C2C(=C1)N=CN=C2NC3=CC(=C(C=C3)F)Cl)OCCCN4CCOCC4. Drug 2: CC(CN1CC(=O)NC(=O)C1)N2CC(=O)NC(=O)C2. Cell line: TK-10. Synergy scores: CSS=42.1, Synergy_ZIP=3.15, Synergy_Bliss=4.65, Synergy_Loewe=2.25, Synergy_HSA=8.43. (2) Drug 1: CC(C1=C(C=CC(=C1Cl)F)Cl)OC2=C(N=CC(=C2)C3=CN(N=C3)C4CCNCC4)N. Drug 2: CN1C2=C(C=C(C=C2)N(CCCl)CCCl)N=C1CCCC(=O)O.Cl. Cell line: RXF 393. Synergy scores: CSS=1.12, Synergy_ZIP=-0.821, Synergy_Bliss=1.67, Synergy_Loewe=0.634, Synergy_HSA=0.634.